This data is from Reaction yield outcomes from USPTO patents with 853,638 reactions. The task is: Predict the reaction yield, written as a fraction of the theoretical maximum amount of product (1.0 means a 100% yield; for example, 0.34 means a 34% yield). (1) The reactants are [CH3:1][O:2][C:3]([NH:5][C@H:6]([C:10]([N:12]1[CH:16]([C:17]2[NH:18][CH:19]=[C:20]([C:22]3[CH:27]=[CH:26][C:25]([C:28]4[CH:33]=[CH:32][C:31]([C:34]5[N:35]=[C:36]([C@@H:39]6[CH2:43][CH2:42][CH2:41][N:40]6[C:44](=[O:54])[C@H:45]([CH:51]([CH3:53])[CH3:52])[NH:46][C:47]([O:49][CH3:50])=[O:48])[NH:37][CH:38]=5)=[CH:30][CH:29]=4)=[CH:24][CH:23]=3)[N:21]=2)[CH2:15][C:14]2([CH2:59][CH2:58][N:57](C(OC(C)(C)C)=O)[CH2:56][CH2:55]2)[CH2:13]1)=[O:11])[CH:7]([CH3:9])[CH3:8])=[O:4].FC(F)(F)C(O)=O. The catalyst is C(Cl)Cl. The product is [CH3:52][CH:51]([CH3:53])[C@H:45]([NH:46][C:47](=[O:48])[O:49][CH3:50])[C:44]([N:40]1[CH2:41][CH2:42][CH2:43][C@H:39]1[C:36]1[NH:37][CH:38]=[C:34]([C:31]2[CH:32]=[CH:33][C:28]([C:25]3[CH:24]=[CH:23][C:22]([C:20]4[N:21]=[C:17]([CH:16]5[CH2:15][C:14]6([CH2:55][CH2:56][NH:57][CH2:58][CH2:59]6)[CH2:13][N:12]5[C:10](=[O:11])[C@@H:6]([NH:5][C:3]([O:2][CH3:1])=[O:4])[CH:7]([CH3:8])[CH3:9])[NH:18][CH:19]=4)=[CH:27][CH:26]=3)=[CH:29][CH:30]=2)[N:35]=1)=[O:54]. The yield is 0.810. (2) The reactants are [NH2:1][C:2]1[CH:10]=[CH:9][CH:8]=[C:7]2[C:3]=1[C:4](=[O:20])[N:5]([CH:12]1[CH2:17][CH2:16][C:15](=[O:18])[NH:14][C:13]1=[O:19])[C:6]2=[O:11].[C:21]([O:24][CH2:25][C:26](Cl)=[O:27])(=[O:23])[CH3:22]. The catalyst is C1COCC1. The product is [C:21]([O:24][CH2:25][C:26](=[O:27])[NH:1][C:2]1[CH:10]=[CH:9][CH:8]=[C:7]2[C:3]=1[C:4](=[O:20])[N:5]([CH:12]1[CH2:17][CH2:16][C:15](=[O:18])[NH:14][C:13]1=[O:19])[C:6]2=[O:11])(=[O:23])[CH3:22]. The yield is 0.750. (3) The reactants are [CH:1](=O)[CH2:2][CH2:3][CH2:4][CH2:5][CH2:6][CH2:7][CH3:8].[O-]S([O-])(=O)=O.[Na+].[Na+].[CH2:17]([O:24][NH2:25])[C:18]1[CH:23]=[CH:22][CH:21]=[CH:20][CH:19]=1.N#N. The catalyst is ClCCl. The product is [CH2:17]([O:24][N:25]=[CH:1][CH2:2][CH2:3][CH2:4][CH2:5][CH2:6][CH2:7][CH3:8])[C:18]1[CH:23]=[CH:22][CH:21]=[CH:20][CH:19]=1. The yield is 0.470. (4) The reactants are [F:1][C:2]([F:22])([F:21])[C:3]1[CH:4]=[C:5]([CH:18]=[CH:19][CH:20]=1)[C:6]([NH:8][C:9]1[CH:10]=[C:11]([CH:15]=[CH:16][CH:17]=1)[C:12]([OH:14])=O)=[O:7].ClC1N=C(OC)N=C(OC)N=1.CN1CCOCC1.[N:41]1([CH2:46][CH2:47][CH2:48][S:49]([C:52]2[CH:57]=[CH:56][C:55]([NH:58][C:59]3[N:64]=[CH:63][C:62]([NH2:65])=[CH:61][N:60]=3)=[CH:54][CH:53]=2)(=[O:51])=[O:50])[CH2:45][CH2:44][CH2:43][CH2:42]1. The catalyst is C(Cl)Cl.CN(C=O)C. The product is [N:41]1([CH2:46][CH2:47][CH2:48][S:49]([C:52]2[CH:53]=[CH:54][C:55]([NH:58][C:59]3[N:60]=[CH:61][C:62]([NH:65][C:12](=[O:14])[C:11]4[CH:15]=[CH:16][CH:17]=[C:9]([NH:8][C:6](=[O:7])[C:5]5[CH:18]=[CH:19][CH:20]=[C:3]([C:2]([F:1])([F:22])[F:21])[CH:4]=5)[CH:10]=4)=[CH:63][N:64]=3)=[CH:56][CH:57]=2)(=[O:50])=[O:51])[CH2:42][CH2:43][CH2:44][CH2:45]1. The yield is 0.190.